From a dataset of Full USPTO retrosynthesis dataset with 1.9M reactions from patents (1976-2016). Predict the reactants needed to synthesize the given product. (1) Given the product [NH2:1][CH2:4][C@:5]1([F:18])[CH2:10][CH2:9][CH2:8][N:7]([C:11]([O:13][C:14]([CH3:16])([CH3:15])[CH3:17])=[O:12])[CH2:6]1, predict the reactants needed to synthesize it. The reactants are: [N:1]([CH2:4][C@:5]1([F:18])[CH2:10][CH2:9][CH2:8][N:7]([C:11]([O:13][C:14]([CH3:17])([CH3:16])[CH3:15])=[O:12])[CH2:6]1)=[N+]=[N-]. (2) Given the product [Cl:25][C:21]1[CH:20]=[C:19]([C:8]2[N:7]=[C:6]([C:26]#[N:27])[N:5]=[C:4]3[C:9]=2[N:10]([CH2:11][C@H:12]2[CH2:17][CH2:16][C@H:15]([CH3:18])[CH2:14][CH2:13]2)[C:2]([CH:28]2[CH2:30][CH2:29]2)=[N:3]3)[CH:24]=[CH:23][CH:22]=1, predict the reactants needed to synthesize it. The reactants are: Br[C:2]1[N:10]([CH2:11][C@H:12]2[CH2:17][CH2:16][C@H:15]([CH3:18])[CH2:14][CH2:13]2)[C:9]2[C:4](=[N:5][C:6]([C:26]#[N:27])=[N:7][C:8]=2[C:19]2[CH:24]=[CH:23][CH:22]=[C:21]([Cl:25])[CH:20]=2)[N:3]=1.[CH:28]1(B(O)O)[CH2:30][CH2:29]1.P([O-])([O-])([O-])=O.[K+].[K+].[K+]. (3) Given the product [O:1]1[CH2:6][CH2:5][CH:4]([C:7]2[CH:8]=[CH:9][C:10]([NH2:13])=[N:11][CH:12]=2)[CH2:3][CH2:2]1, predict the reactants needed to synthesize it. The reactants are: [O:1]1[CH2:6][CH:5]=[C:4]([C:7]2[CH:8]=[CH:9][C:10]([NH2:13])=[N:11][CH:12]=2)[CH2:3][CH2:2]1. (4) Given the product [C@@H:21]12[CH2:27][C@@H:24]([CH:25]=[CH:26]1)[CH2:23][C@H:22]2[CH2:28][C:29]([NH:1][N:2]1[N:11]=[C:10]([C:12]2[CH:17]=[CH:16][C:15]([CH3:18])=[CH:14][C:13]=2[CH3:19])[C:9]2[C:4](=[CH:5][CH:6]=[CH:7][CH:8]=2)[C:3]1=[O:20])=[O:30], predict the reactants needed to synthesize it. The reactants are: [NH2:1][N:2]1[N:11]=[C:10]([C:12]2[CH:17]=[CH:16][C:15]([CH3:18])=[CH:14][C:13]=2[CH3:19])[C:9]2[C:4](=[CH:5][CH:6]=[CH:7][CH:8]=2)[C:3]1=[O:20].[C@@H:21]12[CH2:27][C@@H:24]([CH:25]=[CH:26]1)[CH2:23][C@H:22]2[CH2:28][C:29](O)=[O:30]. (5) Given the product [CH2:1]([O:8][N:9]1[C:15](=[O:16])[N:14]2[CH2:17][C@H:10]1[CH2:11][CH2:12][C@H:13]2[C:18]([NH:21][O:22][CH2:23][C:24]1[N:28]([CH3:29])[CH:27]=[N:26][CH:25]=1)=[O:20])[C:2]1[CH:3]=[CH:4][CH:5]=[CH:6][CH:7]=1, predict the reactants needed to synthesize it. The reactants are: [CH2:1]([O:8][N:9]1[C:15](=[O:16])[N:14]2[CH2:17][C@H:10]1[CH2:11][CH2:12][C@H:13]2[C:18]([OH:20])=O)[C:2]1[CH:7]=[CH:6][CH:5]=[CH:4][CH:3]=1.[NH2:21][O:22][CH2:23][C:24]1[N:28]([CH3:29])[CH:27]=[N:26][CH:25]=1.ON1C2C=CC=CC=2N=N1.Cl.C(N=C=NCCCN(C)C)C.